This data is from Catalyst prediction with 721,799 reactions and 888 catalyst types from USPTO. The task is: Predict which catalyst facilitates the given reaction. Reactant: Cl[C:2]1[N:11]=[C:10]([N:12]2[CH2:17][CH2:16][O:15][CH2:14][CH2:13]2)[C:9]2[C:4](=[CH:5][C:6]([C:18]3[CH:19]=[C:20]([CH:22]=[CH:23][CH:24]=3)[NH2:21])=[CH:7][CH:8]=2)[N:3]=1.[C:25]([O:29][C:30]([NH:32][C:33]1[N:38]=[CH:37][C:36](B(O)O)=[CH:35][N:34]=1)=[O:31])([CH3:28])([CH3:27])[CH3:26].P([O-])([O-])([O-])=O.[K+].[K+].[K+].O1CCOCC1. Product: [C:25]([O:29][C:30](=[O:31])[NH:32][C:33]1[N:38]=[CH:37][C:36]([C:2]2[N:11]=[C:10]([N:12]3[CH2:17][CH2:16][O:15][CH2:14][CH2:13]3)[C:9]3[C:4](=[CH:5][C:6]([C:18]4[CH:24]=[CH:23][CH:22]=[C:20]([NH2:21])[CH:19]=4)=[CH:7][CH:8]=3)[N:3]=2)=[CH:35][N:34]=1)([CH3:28])([CH3:26])[CH3:27]. The catalyst class is: 103.